This data is from Full USPTO retrosynthesis dataset with 1.9M reactions from patents (1976-2016). The task is: Predict the reactants needed to synthesize the given product. (1) Given the product [CH2:15]([NH:18][C:2]1[C:3](=[O:14])[C:4]2[C:9]([C:10](=[O:13])[C:11]=1[Cl:12])=[CH:8][CH:7]=[CH:6][CH:5]=2)[CH:16]=[CH2:17], predict the reactants needed to synthesize it. The reactants are: Cl[C:2]1[C:3](=[O:14])[C:4]2[C:9]([C:10](=[O:13])[C:11]=1[Cl:12])=[CH:8][CH:7]=[CH:6][CH:5]=2.[CH2:15]([NH2:18])[CH:16]=[CH2:17]. (2) Given the product [F:8][C@H:7]1[C@H:2]2[NH:1][C:13](=[S:14])[O:12][C@H:3]2[CH2:4][C@H:5]([CH2:10][OH:11])[C@H:6]1[OH:9], predict the reactants needed to synthesize it. The reactants are: [NH2:1][C@@H:2]1[C@H:7]([F:8])[C@H:6]([OH:9])[C@@H:5]([CH2:10][OH:11])[CH2:4][C@@H:3]1[OH:12].[C:13](N1C=CN=C1)(N1C=CN=C1)=[S:14]. (3) Given the product [N+:14](=[CH:16][C:11](=[O:12])[CH2:10][CH2:9][C:4]1[CH:5]=[CH:6][CH:7]=[CH:8][C:3]=1[CH2:1][CH3:2])=[N-:15], predict the reactants needed to synthesize it. The reactants are: [CH2:1]([C:3]1[CH:8]=[CH:7][CH:6]=[CH:5][C:4]=1[CH2:9][CH2:10][C:11](Cl)=[O:12])[CH3:2].[N+:14](=[CH2:16])=[N-:15]. (4) Given the product [C@@H:29]1([O:28][CH2:27][CH2:26][NH:25][C:23](=[O:24])[CH2:22][CH2:21][CH2:20][CH2:19][C:18]([NH:17][CH2:16][CH2:15][CH2:14][CH2:13][C@@H:12]([C:40]([OH:42])=[O:41])[NH2:11])=[O:39])[O:37][C@@H:36]([CH3:38])[C@@H:34]([OH:35])[C@@H:32]([OH:33])[C@@H:30]1[OH:31], predict the reactants needed to synthesize it. The reactants are: C(OC([NH:11][C@H:12]([C:40]([OH:42])=[O:41])[CH2:13][CH2:14][CH2:15][CH2:16][NH:17][C:18](=[O:39])[CH2:19][CH2:20][CH2:21][CH2:22][C:23]([NH:25][CH2:26][CH2:27][O:28][C@@H:29]1[O:37][C@@H:36]([CH3:38])[C@@H:34]([OH:35])[C@@H:32]([OH:33])[C@@H:30]1[OH:31])=[O:24])=O)C1C=CC=CC=1. (5) Given the product [CH3:21][N:22]([CH3:23])[C:17]1[CH:16]=[C:15]2[C:20](=[CH:19][CH:18]=1)[CH:11]=[C:12]1[C:26](=[O:27])[CH2:25][CH2:24][C:13]1=[CH:14]2, predict the reactants needed to synthesize it. The reactants are: [Li+].C[Si]([N-][Si](C)(C)C)(C)C.[CH:11]1[C:20]2[C:15](=[CH:16][CH:17]=[CH:18][CH:19]=2)[CH:14]=[CH:13][CH:12]=1.[CH3:21][NH:22][CH3:23].[CH2:24]1C[O:27][CH2:26][CH2:25]1. (6) Given the product [F:47][C:24]1([F:23])[CH2:28][N:27]([C:29]([C:31]2[N:32]=[C:33]([C:36]([N:38]3[CH2:43][C@@H:42]([OH:44])[CH2:41][C@@H:40]([OH:45])[CH2:39]3)=[O:37])[S:34][C:35]=2[C:2]2[CH:7]=[CH:6][C:5]([C:8]([OH:17])([C:13]([F:16])([F:15])[F:14])[C:9]([F:12])([F:11])[F:10])=[CH:4][C:3]=2[O:18][C:19]([F:22])([F:21])[F:20])=[O:30])[C@@H:26]([CH3:46])[CH2:25]1, predict the reactants needed to synthesize it. The reactants are: Br[C:2]1[CH:7]=[CH:6][C:5]([C:8]([OH:17])([C:13]([F:16])([F:15])[F:14])[C:9]([F:12])([F:11])[F:10])=[CH:4][C:3]=1[O:18][C:19]([F:22])([F:21])[F:20].[F:23][C:24]1([F:47])[CH2:28][N:27]([C:29]([C:31]2[N:32]=[C:33]([C:36]([N:38]3[CH2:43][C@@H:42]([OH:44])[CH2:41][C@@H:40]([OH:45])[CH2:39]3)=[O:37])[S:34][CH:35]=2)=[O:30])[C@@H:26]([CH3:46])[CH2:25]1.CC([O-])=O.[K+].C1C=CC(P(C2C=CC=CC=2)C2C=CC=CC=2)=CC=1.